This data is from Forward reaction prediction with 1.9M reactions from USPTO patents (1976-2016). The task is: Predict the product of the given reaction. (1) Given the reactants Br[C:2]1[C:3]([NH2:26])=[C:4]([C:18]2[CH:23]=[C:22]([CH3:24])[CH:21]=[C:20]([CH3:25])[CH:19]=2)[CH:5]=[C:6]([C:8]2[O:9][C:10]3[CH:16]=[CH:15][C:14]([CH3:17])=[CH:13][C:11]=3[N:12]=2)[CH:7]=1.[F:27][C:28]([F:39])([F:38])[C:29]1[CH:37]=[CH:36][CH:35]=[CH:34][C:30]=1[C:31]([NH2:33])=[O:32], predict the reaction product. The product is: [NH2:26][C:3]1[C:2]([NH:33][C:31](=[O:32])[C:30]2[CH:34]=[CH:35][CH:36]=[CH:37][C:29]=2[C:28]([F:38])([F:39])[F:27])=[CH:7][C:6]([C:8]2[O:9][C:10]3[CH:16]=[CH:15][C:14]([CH3:17])=[CH:13][C:11]=3[N:12]=2)=[CH:5][C:4]=1[C:18]1[CH:23]=[C:22]([CH3:24])[CH:21]=[C:20]([CH3:25])[CH:19]=1. (2) The product is: [NH2:11][C:9]1[N:8]=[CH:7][N:6]=[C:5]2[N:4]([CH2:25][C@@H:15]3[CH2:14][C:13]([F:27])([F:12])[CH2:17][N:16]3[C:18]([O:20][C:21]([CH3:22])([CH3:24])[CH3:23])=[O:19])[N:3]=[C:2]([I:1])[C:10]=12. Given the reactants [I:1][C:2]1[C:10]2[C:5](=[N:6][CH:7]=[N:8][C:9]=2[NH2:11])[NH:4][N:3]=1.[F:12][C:13]1([F:27])[CH2:17][N:16]([C:18]([O:20][C:21]([CH3:24])([CH3:23])[CH3:22])=[O:19])[C@H:15]([CH2:25]O)[CH2:14]1.CC(OC(/N=N/C(OC(C)C)=O)=O)C, predict the reaction product. (3) The product is: [NH2:53][C:54]1[C:62]2[C:57](=[C:58]([C:63]3[C:64]([C@@H:71]([NH:81][C:82](=[O:100])[CH2:83][N:84]4[C:92]5[C:91]([F:94])([F:93])[CH2:90][CH2:89][C:88]([F:96])([F:95])[C:87]=5[C:86]([CH:97]([F:99])[F:98])=[N:85]4)[CH2:72][C:73]4[CH:78]=[C:77]([F:79])[CH:76]=[C:75]([F:80])[CH:74]=4)=[N:65][C:66]([C:46]#[C:47][C:48]([OH:51])([CH3:50])[CH3:49])=[N:67][CH:68]=3)[CH:59]=[CH:60][CH:61]=2)[N:56]([CH3:101])[N:55]=1. Given the reactants FC(F)C1C2C(F)(F)CCC(F)(F)C=2N(CC(N[C@H](C2C(C3C=C4C(=CC=3)CNC4=O)=CN=C([C:46]#[C:47][C:48]([OH:51])([CH3:50])[CH3:49])N=2)CC2C=C(F)C=C(F)C=2)=O)N=1.[NH2:53][C:54]1[C:62]2[C:57](=[C:58]([C:63]3[C:64]([C@@H:71]([NH:81][C:82](=[O:100])[CH2:83][N:84]4[C:92]5[C:91]([F:94])([F:93])[CH2:90][CH2:89][C:88]([F:96])([F:95])[C:87]=5[C:86]([CH:97]([F:99])[F:98])=[N:85]4)[CH2:72][C:73]4[CH:78]=[C:77]([F:79])[CH:76]=[C:75]([F:80])[CH:74]=4)=[N:65][C:66](SC)=[N:67][CH:68]=3)[CH:59]=[CH:60][CH:61]=2)[N:56]([CH3:101])[N:55]=1.CC(O)(C#C)C, predict the reaction product. (4) Given the reactants Br[C:2]1[CH:20]=[CH:19][C:5]([CH2:6][N:7]2[CH2:12][CH2:11][O:10][C@@H:9]([C:13]3[CH:18]=[CH:17][CH:16]=[CH:15][CH:14]=3)[CH2:8]2)=[CH:4][CH:3]=1.[F:21][C:22]([F:33])([F:32])[C:23]1[CH:28]=[CH:27][CH:26]=[CH:25][C:24]=1B(O)O.C(=O)([O-])[O-].[Na+].[Na+].C1(C)C=CC=CC=1, predict the reaction product. The product is: [C:13]1([C@@H:9]2[O:10][CH2:11][CH2:12][N:7]([CH2:6][C:5]3[CH:19]=[CH:20][C:2]([C:24]4[CH:25]=[CH:26][CH:27]=[CH:28][C:23]=4[C:22]([F:33])([F:32])[F:21])=[CH:3][CH:4]=3)[CH2:8]2)[CH:18]=[CH:17][CH:16]=[CH:15][CH:14]=1.